Dataset: Full USPTO retrosynthesis dataset with 1.9M reactions from patents (1976-2016). Task: Predict the reactants needed to synthesize the given product. (1) Given the product [OH:46][C@H:43]1[CH2:16][N:21]([CH:25]2[CH2:26][CH2:27][N:22]([C:19]3[CH:20]=[N:21][C:16]([O:15][CH3:14])=[CH:17][CH:18]=3)[CH2:23][CH2:24]2)[CH2:20][C@@H:19]1[NH:22][C:39](=[O:41])[CH2:40][NH:8][C:6](=[O:7])[C:5]1[CH:9]=[CH:10][CH:11]=[C:3]([C:2]([F:12])([F:13])[F:1])[CH:4]=1, predict the reactants needed to synthesize it. The reactants are: [F:1][C:2]([F:13])([F:12])[C:3]1[CH:4]=[C:5]([CH:9]=[CH:10][CH:11]=1)[C:6]([NH2:8])=[O:7].[CH3:14][O:15][C:16]1[N:21]=[CH:20][C:19]([N:22]2[CH2:27][CH2:26][C:25](=O)[CH2:24][CH2:23]2)=[CH:18][CH:17]=1.C(O[BH-](O[C:39](=[O:41])[CH3:40])OC(=O)C)(=O)C.[Na+].[C:43]([O-:46])(O)=O.[Na+]. (2) Given the product [NH2:18][C:15]1[C:14]2[C:9]([O:8][CH2:1][C:2]3[CH:3]=[CH:4][CH:5]=[CH:6][CH:7]=3)=[N:10][CH:11]=[CH:12][C:13]=2[N:17]([C@@:21]2([CH2:26][C:27]#[N:28])[CH2:22][CH2:23][CH2:24][CH2:25][C@H:20]2[F:19])[N:16]=1, predict the reactants needed to synthesize it. The reactants are: [CH2:1]([O:8][C:9]1[C:14]2[C:15]([NH2:18])=[N:16][NH:17][C:13]=2[CH:12]=[CH:11][N:10]=1)[C:2]1[CH:7]=[CH:6][CH:5]=[CH:4][CH:3]=1.[F:19][CH:20]1[CH2:25][CH2:24][CH2:23][CH2:22][C:21]1=[CH:26][C:27]#[N:28].C1CCN2C(=NCCC2)CC1. (3) Given the product [Cl:1][C:2]1[CH:3]=[CH:4][C:5]2[S:9][C:8](=[O:10])[N:7]([CH2:11][CH:12]=[O:16])[C:6]=2[CH:14]=1, predict the reactants needed to synthesize it. The reactants are: [Cl:1][C:2]1[CH:3]=[CH:4][C:5]2[S:9][C:8](=[O:10])[N:7]([CH2:11][CH:12]=C)[C:6]=2[CH:14]=1.I([O-])(=O)(=O)=[O:16].[Na+]. (4) Given the product [C:10]([C:9]1[CH:12]=[CH:13][C:6]([NH:5][C:16](=[O:17])[C@@H:15]([OH:14])[CH2:20][O:21][C@H:22]([CH3:35])[CH2:23][O:24][Si:25]([CH:29]([CH3:31])[CH3:30])([CH:26]([CH3:27])[CH3:28])[CH:32]([CH3:33])[CH3:34])=[N:7][CH:8]=1)#[N:11], predict the reactants needed to synthesize it. The reactants are: C[Al](C)C.[NH2:5][C:6]1[CH:13]=[CH:12][C:9]([C:10]#[N:11])=[CH:8][N:7]=1.[OH:14][C@@H:15]([CH2:20][O:21][C@H:22]([CH3:35])[CH2:23][O:24][Si:25]([CH:32]([CH3:34])[CH3:33])([CH:29]([CH3:31])[CH3:30])[CH:26]([CH3:28])[CH3:27])[C:16](OC)=[O:17]. (5) Given the product [Cl:1][C:2]1[C:14]([CH3:15])=[CH:13][C:5]2[C:6]([CH3:12])=[N:7][N:8]([CH3:17])[S:9](=[O:11])(=[O:10])[C:4]=2[C:3]=1[Cl:16], predict the reactants needed to synthesize it. The reactants are: [Cl:1][C:2]1[C:14]([CH3:15])=[CH:13][C:5]2[C:6]([CH3:12])=[N:7][NH:8][S:9](=[O:11])(=[O:10])[C:4]=2[C:3]=1[Cl:16].[CH3:17]I. (6) The reactants are: [NH2:1][C:2]1[C:7]([N+:8]([O-:10])=[O:9])=[C:6]([Cl:11])[CH:5]=[CH:4][N:3]=1.[H-].[Na+].[CH2:14]1COCC1. Given the product [Cl:11][C:6]1[CH:5]=[CH:4][N:3]=[C:2]([NH:1][CH3:14])[C:7]=1[N+:8]([O-:10])=[O:9], predict the reactants needed to synthesize it. (7) Given the product [NH:2]([C:6](=[O:5])[C:7]([NH:9][C:10]1[CH:15]=[CH:14][C:13]([C@H:16]2[CH2:21][CH2:20][C@H:19]([C:22]([O:24][C:25]([CH3:28])([CH3:27])[CH3:26])=[O:23])[CH2:18][CH2:17]2)=[CH:12][CH:11]=1)=[O:8])[NH2:3], predict the reactants needed to synthesize it. The reactants are: O.[NH2:2][NH2:3].C[O:5][C:6](=O)[C:7]([NH:9][C:10]1[CH:15]=[CH:14][C:13]([C@H:16]2[CH2:21][CH2:20][C@H:19]([C:22]([O:24][C:25]([CH3:28])([CH3:27])[CH3:26])=[O:23])[CH2:18][CH2:17]2)=[CH:12][CH:11]=1)=[O:8]. (8) Given the product [OH:21][C:3]1[C:4]([C:12]([NH:14][CH2:15][C:16]([OH:18])=[O:17])=[O:13])=[C:5]2[C:10](=[CH:11][C:2]=1[C:24]1[CH:23]=[N:22][CH:27]=[CH:26][CH:25]=1)[N:9]=[CH:8][CH:7]=[N:6]2, predict the reactants needed to synthesize it. The reactants are: Br[C:2]1[CH:11]=[C:10]2[C:5]([N:6]=[CH:7][CH:8]=[N:9]2)=[C:4]([C:12]([NH:14][CH2:15][C:16]([O:18]CC)=[O:17])=[O:13])[C:3]=1[OH:21].[N:22]1[CH:27]=[CH:26][CH:25]=[C:24](B(O)O)[CH:23]=1.C(=O)([O-])[O-].[K+].[K+]. (9) Given the product [CH2:1]([C:5]1[O:9][N:8]=[C:7]([C:10]([OH:12])=[O:11])[CH:6]=1)[CH2:2][CH2:3][CH3:4], predict the reactants needed to synthesize it. The reactants are: [CH2:1]([C:5]1[O:9][N:8]=[C:7]([C:10]([O:12]CC)=[O:11])[CH:6]=1)[CH2:2][CH2:3][CH3:4].C(O)C.[OH-].[K+]. (10) Given the product [OH:23][C:24]1[CH:29]=[CH:28][C:27]([C:2]2[CH:22]=[CH:21][C:5]([O:6][CH2:7][CH:8]3[CH2:13][CH2:12][N:11]([C:14]([O:16][C:17]([CH3:20])([CH3:19])[CH3:18])=[O:15])[CH2:10][CH2:9]3)=[CH:4][CH:3]=2)=[CH:26][CH:25]=1, predict the reactants needed to synthesize it. The reactants are: Br[C:2]1[CH:22]=[CH:21][C:5]([O:6][CH2:7][CH:8]2[CH2:13][CH2:12][N:11]([C:14]([O:16][C:17]([CH3:20])([CH3:19])[CH3:18])=[O:15])[CH2:10][CH2:9]2)=[CH:4][CH:3]=1.[OH:23][C:24]1[CH:29]=[CH:28][C:27](B(O)O)=[CH:26][CH:25]=1.O.C([O-])([O-])=O.[Cs+].[Cs+].